Task: Binary Classification. Given a drug SMILES string, predict its activity (active/inactive) in a high-throughput screening assay against a specified biological target.. Dataset: HIV replication inhibition screening data with 41,000+ compounds from the AIDS Antiviral Screen (1) The molecule is O=c1[nH]c(=O)n(COCCOCc2ccccc2)cc1Nc1ccccc1. The result is 0 (inactive). (2) The molecule is COC1C=COC2(C)Oc3c(C)c(O)c4c(O)c(c(C=NNC(=O)CC(=O)NN=Cc5c6c(O)c7c(O)c(C)c8c(c7c5O)C(=O)C(C)(OC=CC(OC)C(C)C(OC(C)=O)C(C)C(O)C(C)C(O)C(C)C=CC=C(C)C(=O)N6)O8)c(O)c4c3C2=O)NC(=O)C(C)=CC=CC(C)C(O)C(C)C(O)C(C)C(OC(C)=O)C1C. The result is 1 (active). (3) The drug is CC(C)(c1ccccc1)c1ccc(Oc2ccc3c(c2)C2=NC3=NC3=NC(=NC4=NC(=NC5=NC(=N2)c2ccc(Oc6ccc(C(C)(C)c7ccccc7)cc6)cc25)c2ccc(Oc5ccc(C(C)(C)c6ccccc6)cc5)cc24)c2cc(Oc4ccc(C(C)(C)c5ccccc5)cc4)ccc23)cc1. The result is 0 (inactive). (4) The drug is O=C1Oc2ccccc2C(=O)C1=CN1C(=O)NC(=Cc2cccc(O)c2)C1=O. The result is 0 (inactive). (5) The molecule is COC(=O)Cc1c(C2=Nc3ccccc3C2(O)CC(=O)OC)[nH]c2ccccc12. The result is 0 (inactive).